Dataset: Reaction yield outcomes from USPTO patents with 853,638 reactions. Task: Predict the reaction yield, written as a fraction of the theoretical maximum amount of product (1.0 means a 100% yield; for example, 0.34 means a 34% yield). (1) The reactants are [NH2:1][C:2]1[C:7]([CH3:8])=[CH:6][CH:5]=[CH:4][N:3]=1.[C:9]1(=O)[O:14][C:12](=[O:13])[C:11]2=[CH:15][CH:16]=[CH:17][CH:18]=[C:10]12. No catalyst specified. The product is [CH3:8][C:7]1[C:2]([N:1]2[C:12](=[O:13])[C:11]3[C:10](=[CH:18][CH:17]=[CH:16][CH:15]=3)[C:9]2=[O:14])=[N:3][CH:4]=[CH:5][CH:6]=1. The yield is 0.880. (2) The reactants are C([O:3][C:4]([C:6]1[C:7]([C:12]2[CH:17]=[CH:16][C:15]([CH3:18])=[CH:14][C:13]=2[F:19])=[N:8][O:9][C:10]=1[CH3:11])=O)C.C(OC(C1C(C2C=CC=CC=2F)=NOC=1C)=O)C. No catalyst specified. The product is [F:19][C:13]1[CH:14]=[C:15]([CH3:18])[CH:16]=[CH:17][C:12]=1[C:7]1[C:6]([CH2:4][OH:3])=[C:10]([CH3:11])[O:9][N:8]=1. The yield is 1.00. (3) The reactants are [N:1]1[CH:6]=[CH:5][CH:4]=[C:3]([NH:7][C:8](=[O:15])OCC(Cl)(Cl)Cl)[CH:2]=1.[Cl:16][C:17]1[CH:22]=[C:21]([Cl:23])[CH:20]=[CH:19][C:18]=1[C:24]1[N:25]=[C:26]([N:29]2[CH2:34][CH2:33][NH:32][CH2:31][CH2:30]2)[S:27][CH:28]=1.C(N(C(C)C)CC)(C)C.O. The catalyst is CS(C)=O. The product is [Cl:16][C:17]1[CH:22]=[C:21]([Cl:23])[CH:20]=[CH:19][C:18]=1[C:24]1[N:25]=[C:26]([N:29]2[CH2:30][CH2:31][N:32]([C:8]([NH:7][C:3]3[CH:2]=[N:1][CH:6]=[CH:5][CH:4]=3)=[O:15])[CH2:33][CH2:34]2)[S:27][CH:28]=1. The yield is 0.455. (4) The reactants are [CH:1]([C:4]1[N:5]=[C:6](/[CH:9]=[CH:10]/[C:11]2[CH:16]=[CH:15][N:14]=[C:13]([NH2:17])[CH:12]=2)[S:7][CH:8]=1)([CH3:3])[CH3:2].[C:18](OC1C=CC(Cl)=C(Cl)C=1Cl)(=[O:23])[CH2:19][C:20]([O-])=[O:21]. The catalyst is C1(C)C=CC=CC=1. The product is [OH:23][C:18]1[N:17]=[C:13]2[CH:12]=[C:11](/[CH:10]=[CH:9]/[C:6]3[S:7][CH:8]=[C:4]([CH:1]([CH3:3])[CH3:2])[N:5]=3)[CH:16]=[CH:15][N:14]2[C:20](=[O:21])[CH:19]=1. The yield is 0.930. (5) The reactants are C(N)(C)C.C([Li])CCC.[Li+].CC([N-]C(C)C)C.[CH3:18][O:19][C:20]([CH:22]1[CH2:27][CH2:26][N:25]([C:28]([O:30][C:31]([CH3:34])([CH3:33])[CH3:32])=[O:29])[CH2:24][CH2:23]1)=[O:21].[Cl:35][C:36]1[CH:43]=[CH:42][C:39]([CH2:40]Cl)=[CH:38][CH:37]=1.[Cl-].[NH4+]. The catalyst is C1COCC1.CN(P(N(C)C)(N(C)C)=O)C. The product is [CH3:18][O:19][C:20]([C:22]1([CH2:40][C:39]2[CH:42]=[CH:43][C:36]([Cl:35])=[CH:37][CH:38]=2)[CH2:23][CH2:24][N:25]([C:28]([O:30][C:31]([CH3:34])([CH3:33])[CH3:32])=[O:29])[CH2:26][CH2:27]1)=[O:21]. The yield is 0.340. (6) The reactants are [CH3:1][O:2][C:3]1[CH:4]=[C:5]2[C:10](=[CH:11][C:12]=1[O:13][CH3:14])[N:9]=[CH:8][N:7]=[C:6]2[O:15][C:16]1[CH:17]=[C:18]([CH:20]=[CH:21][CH:22]=1)[NH2:19].[CH:23]([C:26]1[O:30][N:29]=[C:28]([NH:31][C:32](=O)[O:33]C2C=CC=CC=2)[CH:27]=1)([CH3:25])[CH3:24]. No catalyst specified. The product is [CH3:1][O:2][C:3]1[CH:4]=[C:5]2[C:10](=[CH:11][C:12]=1[O:13][CH3:14])[N:9]=[CH:8][N:7]=[C:6]2[O:15][C:16]1[CH:17]=[C:18]([NH:19][C:32]([NH:31][C:28]2[CH:27]=[C:26]([CH:23]([CH3:25])[CH3:24])[O:30][N:29]=2)=[O:33])[CH:20]=[CH:21][CH:22]=1. The yield is 0.590. (7) The reactants are [C:1]([O:5][C:6]([N:8]1[CH2:12][C@H:11]([O:13][C:14]([N:16]2[CH2:24][C:23]3[C:18](=[CH:19][CH:20]=[CH:21][C:22]=3[Cl:25])[CH2:17]2)=[O:15])[CH2:10][C@H:9]1[C:26](O)=[O:27])=[O:7])([CH3:4])([CH3:3])[CH3:2].Cl.Cl.[NH2:31][C@:32]1([C:37]([NH:39][S:40]([CH:43]2[CH2:45][CH2:44]2)(=[O:42])=[O:41])=[O:38])[CH2:34][C@H:33]1[CH2:35][CH3:36].CN(C(ON1N=NC2C=CC=NC1=2)=[N+](C)C)C.F[P-](F)(F)(F)(F)F.CCN(C(C)C)C(C)C.OS([O-])(=O)=O.[K+]. The catalyst is C(Cl)Cl.O. The product is [Cl:25][C:22]1[CH:21]=[CH:20][CH:19]=[C:18]2[C:23]=1[CH2:24][N:16]([C:14]([O:13][C@@H:11]1[CH2:10][C@@H:9]([C:26](=[O:27])[NH:31][C@:32]3([C:37](=[O:38])[NH:39][S:40]([CH:43]4[CH2:45][CH2:44]4)(=[O:42])=[O:41])[CH2:34][C@H:33]3[CH2:35][CH3:36])[N:8]([C:6]([O:5][C:1]([CH3:4])([CH3:3])[CH3:2])=[O:7])[CH2:12]1)=[O:15])[CH2:17]2. The yield is 0.960.